From a dataset of Reaction yield outcomes from USPTO patents with 853,638 reactions. Predict the reaction yield, written as a fraction of the theoretical maximum amount of product (1.0 means a 100% yield; for example, 0.34 means a 34% yield). (1) The reactants are [Cl:1][C:2]1[CH:3]=[CH:4][C:5]([S:9][CH3:10])=[C:6]([NH2:8])[CH:7]=1.[CH3:11][C:12]1[CH:17]=[CH:16][C:15]([S:18](Cl)(=[O:20])=[O:19])=[CH:14][C:13]=1[N+:22]([O-:24])=[O:23]. No catalyst specified. The product is [Cl:1][C:2]1[CH:3]=[CH:4][C:5]([S:9][CH3:10])=[C:6]([NH:8][S:18]([C:15]2[CH:16]=[CH:17][C:12]([CH3:11])=[C:13]([N+:22]([O-:24])=[O:23])[CH:14]=2)(=[O:19])=[O:20])[CH:7]=1. The yield is 0.610. (2) The reactants are [CH3:1][C:2]([CH3:23])([CH2:20][CH2:21][CH3:22])[CH2:3][CH2:4][C:5]([N:7]1[CH:11]([CH3:12])[CH:10]([C:13]2[CH:18]=[CH:17][CH:16]=[CH:15][CH:14]=2)[O:9][C:8]1=[O:19])=[O:6].C[Si]([N-][Si](C)(C)C)(C)C.[Na+].[C:34]([O:38][C:39](=[O:42])[CH2:40]Br)([CH3:37])([CH3:36])[CH3:35]. No catalyst specified. The product is [C:34]([O:38][C:39](=[O:42])[CH2:40][C@@H:4]([C:5]([N:7]1[C@@H:11]([CH3:12])[C@@H:10]([C:13]2[CH:14]=[CH:15][CH:16]=[CH:17][CH:18]=2)[O:9][C:8]1=[O:19])=[O:6])[CH2:3][C:2]([CH3:1])([CH3:23])[CH2:20][CH2:21][CH3:22])([CH3:37])([CH3:36])[CH3:35]. The yield is 0.493.